This data is from Full USPTO retrosynthesis dataset with 1.9M reactions from patents (1976-2016). The task is: Predict the reactants needed to synthesize the given product. (1) Given the product [Cl:1][C:2]1[N:10]=[C:9]2[C:5]([N:6]=[C:7]([CH2:17][N:25]3[CH2:30][CH2:29][CH:28]([C:31]([OH:34])([CH3:33])[CH3:32])[CH2:27][CH2:26]3)[N:8]2[CH:11]2[CH2:16][CH2:15][CH2:14][CH2:13][O:12]2)=[C:4]([N:19]2[CH2:24][CH2:23][O:22][CH2:21][CH2:20]2)[N:3]=1, predict the reactants needed to synthesize it. The reactants are: [Cl:1][C:2]1[N:10]=[C:9]2[C:5]([N:6]=[C:7]([CH:17]=O)[N:8]2[CH:11]2[CH2:16][CH2:15][CH2:14][CH2:13][O:12]2)=[C:4]([N:19]2[CH2:24][CH2:23][O:22][CH2:21][CH2:20]2)[N:3]=1.[NH:25]1[CH2:30][CH2:29][CH:28]([C:31]([OH:34])([CH3:33])[CH3:32])[CH2:27][CH2:26]1.C(O[BH-](OC(=O)C)OC(=O)C)(=O)C.[Na+]. (2) Given the product [CH3:20][O:19][C:18]1[C:13]2[N:12]=[C:10]([NH:9][C:1](=[O:8])[C:2]3[CH:7]=[CH:6][CH:5]=[CH:4][CH:3]=3)[S:11][C:14]=2[C:15]([C:21]2[CH:26]=[CH:25][CH:24]=[CH:23][CH:22]=2)=[N:16][CH:17]=1, predict the reactants needed to synthesize it. The reactants are: [C:1]([NH:9][C:10]([NH:12][C:13]1[C:18]([O:19][CH3:20])=[CH:17][N:16]=[C:15]([C:21]2[CH:26]=[CH:25][CH:24]=[CH:23][CH:22]=2)[C:14]=1I)=[S:11])(=[O:8])[C:2]1[CH:7]=[CH:6][CH:5]=[CH:4][CH:3]=1.N1C2C(=CC=C3C=2N=CC=C3)C=CC=1.C(=O)([O-])[O-].[Cs+].[Cs+]. (3) Given the product [CH3:21][O:22][CH2:23][CH2:24][NH:25][S:17]([C:15]1[CH:14]=[CH:13][C:11]2[N:12]=[C:8]([C:3]3[C:4]([CH3:7])=[N:5][NH:6][C:2]=3[NH2:1])[S:9][C:10]=2[CH:16]=1)(=[O:19])=[O:18], predict the reactants needed to synthesize it. The reactants are: [NH2:1][C:2]1[NH:6][N:5]=[C:4]([CH3:7])[C:3]=1[C:8]1[S:9][C:10]2[CH:16]=[C:15]([S:17](Cl)(=[O:19])=[O:18])[CH:14]=[CH:13][C:11]=2[N:12]=1.[CH3:21][O:22][CH2:23][CH2:24][NH2:25].CN1CCOCC1.